Dataset: NCI-60 drug combinations with 297,098 pairs across 59 cell lines. Task: Regression. Given two drug SMILES strings and cell line genomic features, predict the synergy score measuring deviation from expected non-interaction effect. (1) Drug 1: CC1C(C(CC(O1)OC2CC(CC3=C2C(=C4C(=C3O)C(=O)C5=C(C4=O)C(=CC=C5)OC)O)(C(=O)CO)O)N)O.Cl. Synergy scores: CSS=60.5, Synergy_ZIP=1.47, Synergy_Bliss=1.80, Synergy_Loewe=1.15, Synergy_HSA=5.09. Cell line: CCRF-CEM. Drug 2: COC1=CC(=CC(=C1O)OC)C2C3C(COC3=O)C(C4=CC5=C(C=C24)OCO5)OC6C(C(C7C(O6)COC(O7)C8=CC=CS8)O)O. (2) Drug 1: COC1=NC(=NC2=C1N=CN2C3C(C(C(O3)CO)O)O)N. Drug 2: C1CN(P(=O)(OC1)NCCCl)CCCl. Cell line: OVCAR-5. Synergy scores: CSS=5.88, Synergy_ZIP=-1.04, Synergy_Bliss=1.65, Synergy_Loewe=1.60, Synergy_HSA=0.893. (3) Drug 1: CCCCCOC(=O)NC1=NC(=O)N(C=C1F)C2C(C(C(O2)C)O)O. Drug 2: COCCOC1=C(C=C2C(=C1)C(=NC=N2)NC3=CC=CC(=C3)C#C)OCCOC.Cl. Cell line: DU-145. Synergy scores: CSS=13.5, Synergy_ZIP=4.91, Synergy_Bliss=7.88, Synergy_Loewe=1.95, Synergy_HSA=6.88. (4) Drug 1: C1=CC=C(C(=C1)C(C2=CC=C(C=C2)Cl)C(Cl)Cl)Cl. Drug 2: B(C(CC(C)C)NC(=O)C(CC1=CC=CC=C1)NC(=O)C2=NC=CN=C2)(O)O. Cell line: OVCAR-4. Synergy scores: CSS=20.7, Synergy_ZIP=-0.741, Synergy_Bliss=-1.84, Synergy_Loewe=-64.5, Synergy_HSA=-1.67. (5) Drug 1: CC(C1=C(C=CC(=C1Cl)F)Cl)OC2=C(N=CC(=C2)C3=CN(N=C3)C4CCNCC4)N. Drug 2: C(=O)(N)NO. Cell line: OVCAR-5. Synergy scores: CSS=13.4, Synergy_ZIP=-0.659, Synergy_Bliss=6.24, Synergy_Loewe=-3.78, Synergy_HSA=4.81. (6) Drug 1: CS(=O)(=O)C1=CC(=C(C=C1)C(=O)NC2=CC(=C(C=C2)Cl)C3=CC=CC=N3)Cl. Drug 2: C1CN(P(=O)(OC1)NCCCl)CCCl. Cell line: U251. Synergy scores: CSS=3.39, Synergy_ZIP=-2.26, Synergy_Bliss=-3.39, Synergy_Loewe=-7.04, Synergy_HSA=-3.04. (7) Drug 1: CCN(CC)CCCC(C)NC1=C2C=C(C=CC2=NC3=C1C=CC(=C3)Cl)OC. Drug 2: CC12CCC3C(C1CCC2OP(=O)(O)O)CCC4=C3C=CC(=C4)OC(=O)N(CCCl)CCCl.[Na+]. Cell line: SNB-19. Synergy scores: CSS=30.1, Synergy_ZIP=-6.30, Synergy_Bliss=-6.12, Synergy_Loewe=-16.4, Synergy_HSA=-5.52.